From a dataset of Reaction yield outcomes from USPTO patents with 853,638 reactions. Predict the reaction yield, written as a fraction of the theoretical maximum amount of product (1.0 means a 100% yield; for example, 0.34 means a 34% yield). (1) The reactants are [CH3:1][O:2][C:3]([C:5]1[S:6][C:7]([C:11]2[CH:16]=[CH:15][CH:14]=[CH:13][CH:12]=2)=[CH:8][C:9]=1[NH2:10])=[O:4].[C:17]1(B(O)O)[CH:22]=[CH:21][CH:20]=[CH:19][CH:18]=1.N1C=CC=CC=1. The catalyst is ClCCl.C([O-])(=O)C.[Cu+2].C([O-])(=O)C. The product is [CH3:1][O:2][C:3]([C:5]1[S:6][C:7]([C:11]2[CH:16]=[CH:15][CH:14]=[CH:13][CH:12]=2)=[CH:8][C:9]=1[NH:10][C:17]1[CH:22]=[CH:21][CH:20]=[CH:19][CH:18]=1)=[O:4]. The yield is 0.330. (2) The reactants are [CH2:1]([C:4]1[CH:9]=[CH:8][C:7]([S:10](Cl)(=[O:12])=[O:11])=[CH:6][CH:5]=1)[CH2:2][CH3:3].N1C=CC=CC=1.[NH2:20][C:21]1[CH:22]=[C:23]2[C:28](=[CH:29][CH:30]=1)[N:27]=[C:26]([CH3:31])[CH:25]=[N:24]2.C([O-])(O)=O.[Na+]. The catalyst is ClCCl. The product is [CH3:31][C:26]1[CH:25]=[N:24][C:23]2[C:28](=[CH:29][CH:30]=[C:21]([NH:20][S:10]([C:7]3[CH:8]=[CH:9][C:4]([CH2:1][CH2:2][CH3:3])=[CH:5][CH:6]=3)(=[O:12])=[O:11])[CH:22]=2)[N:27]=1. The yield is 0.950. (3) The reactants are [CH:1]([CH:4]1[N:9]([C:10]2[N:15]=[C:14]([C:16]([F:19])([F:18])[F:17])[C:13]([C:20](O)=[O:21])=[CH:12][N:11]=2)[CH2:8][CH2:7][N:6]2[C:23]3[CH:29]=[C:28]([S:30]([CH3:33])(=[O:32])=[O:31])[CH:27]=[CH:26][C:24]=3[N:25]=[C:5]12)([CH3:3])[CH3:2].C[N:35](C(ON1N=NC2C=CC=NC1=2)=[N+](C)C)C.F[P-](F)(F)(F)(F)F.CCN(CC)CC. The catalyst is CN(C=O)C.O. The product is [CH:1]([CH:4]1[N:9]([C:10]2[N:15]=[C:14]([C:16]([F:17])([F:19])[F:18])[C:13]([C:20]([NH2:35])=[O:21])=[CH:12][N:11]=2)[CH2:8][CH2:7][N:6]2[C:23]3[CH:29]=[C:28]([S:30]([CH3:33])(=[O:32])=[O:31])[CH:27]=[CH:26][C:24]=3[N:25]=[C:5]12)([CH3:2])[CH3:3]. The yield is 0.270. (4) The reactants are [OH:1][C:2]1[C:11](=[O:12])[C:10]2[C:5](=[CH:6][C:7](OS(C(F)(F)F)(=O)=O)=[CH:8][C:9]=2[OH:13])[O:4][C:3]=1[C:22]1[CH:27]=[CH:26][CH:25]=[CH:24][CH:23]=1.[NH:28]1[CH2:33][CH2:32][O:31][CH2:30][CH2:29]1.C1(C2C=CC=CC=2)C=CC=CC=1P(C(C)(C)C)C(C)(C)C.[O-]P([O-])([O-])=O.[K+].[K+].[K+]. The catalyst is C1COCC1.[Pd].[Pd].C(=CC(C=CC1C=CC=CC=1)=O)C1C=CC=CC=1.C(=CC(C=CC1C=CC=CC=1)=O)C1C=CC=CC=1.C(=CC(C=CC1C=CC=CC=1)=O)C1C=CC=CC=1. The product is [OH:1][C:2]1[C:11](=[O:12])[C:10]2[C:5](=[CH:6][C:7]([N:28]3[CH2:33][CH2:32][O:31][CH2:30][CH2:29]3)=[CH:8][C:9]=2[OH:13])[O:4][C:3]=1[C:22]1[CH:23]=[CH:24][CH:25]=[CH:26][CH:27]=1. The yield is 0.0900. (5) The reactants are [C:1]([CH:5]1[CH2:10][CH2:9][CH:8]([O:11][C:12]2[CH:21]=[CH:20][C:19]3[C:14](=[CH:15][CH:16]=[C:17]([CH:22]=O)[CH:18]=3)[N:13]=2)[CH2:7][CH2:6]1)([CH3:4])([CH3:3])[CH3:2].[NH:24]1[CH2:29][CH2:28][CH:27]([C:30]([OH:32])=[O:31])[CH2:26][CH2:25]1.C(O)C.C([BH3-])#N.[Na+].C(O)(=O)CC(CC(O)=O)(C(O)=O)O. The yield is 0.160. The product is [C:1]([C@H:5]1[CH2:10][CH2:9][C@H:8]([O:11][C:12]2[CH:21]=[CH:20][C:19]3[C:14](=[CH:15][CH:16]=[C:17]([CH2:22][N:24]4[CH2:29][CH2:28][CH:27]([C:30]([OH:32])=[O:31])[CH2:26][CH2:25]4)[CH:18]=3)[N:13]=2)[CH2:7][CH2:6]1)([CH3:4])([CH3:3])[CH3:2]. No catalyst specified. (6) The reactants are [C:1]([N:3]=[C:4](OC1C=CC=CC=1)[NH:5][C:6]1[CH:11]=[CH:10][CH:9]=[CH:8][C:7]=1[CH3:12])#[N:2].[N:20]1([C:26]([O:28][CH2:29][C:30]2[CH:35]=[CH:34][CH:33]=[CH:32][CH:31]=2)=[O:27])[CH2:25][CH2:24][NH:23][CH2:22][CH2:21]1. The catalyst is C(#N)C. The product is [C:1]([N:3]=[C:4]([N:23]1[CH2:22][CH2:21][N:20]([C:26]([O:28][CH2:29][C:30]2[CH:35]=[CH:34][CH:33]=[CH:32][CH:31]=2)=[O:27])[CH2:25][CH2:24]1)[NH:5][C:6]1[CH:11]=[CH:10][CH:9]=[CH:8][C:7]=1[CH3:12])#[N:2]. The yield is 0.600. (7) The reactants are [Cl:1][C:2]1[S:3][C:4]([S:7](Cl)(=[O:9])=[O:8])=[CH:5][N:6]=1.[NH2:11][C:12]([CH3:16])([CH3:15])[CH2:13][OH:14]. No catalyst specified. The product is [OH:14][CH2:13][C:12]([NH:11][S:7]([C:4]1[S:3][C:2]([Cl:1])=[N:6][CH:5]=1)(=[O:9])=[O:8])([CH3:16])[CH3:15]. The yield is 0.330. (8) The product is [ClH:31].[CH2:1]([N:3]1[CH2:8][CH2:7][CH:6]([CH2:9][N:10]2[C:18]3[C:13](=[CH:14][CH:15]=[CH:16][CH:17]=3)[C:12]3([CH2:22][O:21][C:20]4[CH:23]=[C:24]5[C:28](=[CH:29][C:19]3=4)[CH2:27][CH2:26][O:25]5)[C:11]2=[O:30])[CH2:5][CH2:4]1)[CH3:2]. The yield is 1.00. The catalyst is CO. The reactants are [CH2:1]([N:3]1[CH2:8][CH2:7][CH:6]([CH2:9][N:10]2[C:18]3[C:13](=[CH:14][CH:15]=[CH:16][CH:17]=3)[C:12]3([CH2:22][O:21][C:20]4[CH:23]=[C:24]5[C:28](=[CH:29][C:19]3=4)[CH2:27][CH2:26][O:25]5)[C:11]2=[O:30])[CH2:5][CH2:4]1)[CH3:2].[ClH:31]. (9) The reactants are C[O:2][C:3]1[CH:12]=[CH:11][C:10]2[C:5](=[CH:6][CH:7]=[C:8]([O:13][CH3:14])[CH:9]=2)[C:4]=1[C:15]([C:17]1[CH:22]=[CH:21][C:20]([O:23][CH2:24][CH2:25][N:26]2[CH2:31][CH2:30][CH2:29][CH2:28][CH2:27]2)=[CH:19][CH:18]=1)=[O:16].N#N.B(Cl)(Cl)Cl.CO.C([O-])(O)=O.[Na+]. The catalyst is C(Cl)Cl. The product is [OH:2][C:3]1[CH:12]=[CH:11][C:10]2[C:5](=[CH:6][CH:7]=[C:8]([O:13][CH3:14])[CH:9]=2)[C:4]=1[C:15]([C:17]1[CH:22]=[CH:21][C:20]([O:23][CH2:24][CH2:25][N:26]2[CH2:31][CH2:30][CH2:29][CH2:28][CH2:27]2)=[CH:19][CH:18]=1)=[O:16]. The yield is 0.870. (10) The catalyst is ClCCl.[O-2].[Mn+4].[O-2]. The product is [CH:2]([C:3]1[N:19]=[CH:18][C:6]2[O:7][CH2:8][CH2:9][N:10]([C:11]([O:13][C:14]([CH3:15])([CH3:16])[CH3:17])=[O:12])[C:5]=2[CH:4]=1)=[O:1]. The yield is 0.810. The reactants are [OH:1][CH2:2][C:3]1[N:19]=[CH:18][C:6]2[O:7][CH2:8][CH2:9][N:10]([C:11]([O:13][C:14]([CH3:17])([CH3:16])[CH3:15])=[O:12])[C:5]=2[CH:4]=1.